From a dataset of Reaction yield outcomes from USPTO patents with 853,638 reactions. Predict the reaction yield, written as a fraction of the theoretical maximum amount of product (1.0 means a 100% yield; for example, 0.34 means a 34% yield). The reactants are C[O:2][C:3](=[O:20])[CH:4]([C:11]1[CH:16]=[CH:15][C:14]([S:17][CH3:18])=[C:13]([Cl:19])[CH:12]=1)[CH2:5][C@H:6]1[CH2:10][CH2:9][CH2:8][O:7]1.[OH-].[Li+]. The catalyst is CO. The product is [Cl:19][C:13]1[CH:12]=[C:11]([CH:4]([CH2:5][C@H:6]2[CH2:10][CH2:9][CH2:8][O:7]2)[C:3]([OH:20])=[O:2])[CH:16]=[CH:15][C:14]=1[S:17][CH3:18]. The yield is 0.958.